This data is from Reaction yield outcomes from USPTO patents with 853,638 reactions. The task is: Predict the reaction yield, written as a fraction of the theoretical maximum amount of product (1.0 means a 100% yield; for example, 0.34 means a 34% yield). The reactants are Br[C:2]1[CH:7]=[CH:6][C:5]([O:8][CH2:9][CH2:10][CH2:11][CH2:12][CH2:13][CH2:14][CH2:15][CH3:16])=[CH:4][CH:3]=1.[N:17]1([C:23]([O:25][C:26]([CH3:29])([CH3:28])[CH3:27])=[O:24])[CH2:22][CH2:21][NH:20][CH2:19][CH2:18]1.CC([O-])(C)C.[K+].C(Cl)Cl. The catalyst is C1(C)C=CC=CC=1.C1C=CC(P(C2C=CC=CC=2)[C-]2C=CC=C2)=CC=1.C1C=CC(P(C2C=CC=CC=2)[C-]2C=CC=C2)=CC=1.Cl[Pd]Cl.[Fe+2]. The product is [CH2:9]([O:8][C:5]1[CH:6]=[CH:7][C:2]([N:20]2[CH2:19][CH2:18][N:17]([C:23]([O:25][C:26]([CH3:29])([CH3:28])[CH3:27])=[O:24])[CH2:22][CH2:21]2)=[CH:3][CH:4]=1)[CH2:10][CH2:11][CH2:12][CH2:13][CH2:14][CH2:15][CH3:16]. The yield is 0.280.